From a dataset of NCI-60 drug combinations with 297,098 pairs across 59 cell lines. Regression. Given two drug SMILES strings and cell line genomic features, predict the synergy score measuring deviation from expected non-interaction effect. (1) Drug 1: C1=CC(=CC=C1C#N)C(C2=CC=C(C=C2)C#N)N3C=NC=N3. Drug 2: CC1=C(C=C(C=C1)C(=O)NC2=CC(=CC(=C2)C(F)(F)F)N3C=C(N=C3)C)NC4=NC=CC(=N4)C5=CN=CC=C5. Cell line: MOLT-4. Synergy scores: CSS=52.4, Synergy_ZIP=-1.23, Synergy_Bliss=-2.08, Synergy_Loewe=-29.0, Synergy_HSA=-3.02. (2) Drug 1: C1=CC(=C2C(=C1NCCNCCO)C(=O)C3=C(C=CC(=C3C2=O)O)O)NCCNCCO. Drug 2: CC1OCC2C(O1)C(C(C(O2)OC3C4COC(=O)C4C(C5=CC6=C(C=C35)OCO6)C7=CC(=C(C(=C7)OC)O)OC)O)O. Cell line: IGROV1. Synergy scores: CSS=50.2, Synergy_ZIP=1.48, Synergy_Bliss=1.31, Synergy_Loewe=2.15, Synergy_HSA=9.43. (3) Drug 2: CN1C(=O)N2C=NC(=C2N=N1)C(=O)N. Drug 1: C1=C(C(=O)NC(=O)N1)N(CCCl)CCCl. Synergy scores: CSS=14.4, Synergy_ZIP=-4.51, Synergy_Bliss=2.86, Synergy_Loewe=-10.0, Synergy_HSA=-0.406. Cell line: MALME-3M. (4) Drug 1: COC1=NC(=NC2=C1N=CN2C3C(C(C(O3)CO)O)O)N. Drug 2: N.N.Cl[Pt+2]Cl. Cell line: SK-MEL-5. Synergy scores: CSS=69.1, Synergy_ZIP=-2.25, Synergy_Bliss=-2.07, Synergy_Loewe=-8.12, Synergy_HSA=2.18. (5) Drug 1: CN(C)C1=NC(=NC(=N1)N(C)C)N(C)C. Drug 2: C(CCl)NC(=O)N(CCCl)N=O. Cell line: COLO 205. Synergy scores: CSS=-5.83, Synergy_ZIP=1.64, Synergy_Bliss=1.93, Synergy_Loewe=-9.63, Synergy_HSA=-4.72. (6) Drug 1: CC1=C(C(=CC=C1)Cl)NC(=O)C2=CN=C(S2)NC3=CC(=NC(=N3)C)N4CCN(CC4)CCO. Drug 2: CC12CCC3C(C1CCC2O)C(CC4=C3C=CC(=C4)O)CCCCCCCCCS(=O)CCCC(C(F)(F)F)(F)F. Cell line: EKVX. Synergy scores: CSS=2.49, Synergy_ZIP=-0.109, Synergy_Bliss=0.884, Synergy_Loewe=-3.38, Synergy_HSA=-1.00. (7) Drug 1: C1=CC=C(C=C1)NC(=O)CCCCCCC(=O)NO. Drug 2: CNC(=O)C1=NC=CC(=C1)OC2=CC=C(C=C2)NC(=O)NC3=CC(=C(C=C3)Cl)C(F)(F)F. Cell line: SK-MEL-2. Synergy scores: CSS=33.5, Synergy_ZIP=-3.24, Synergy_Bliss=-9.77, Synergy_Loewe=-39.0, Synergy_HSA=-10.3. (8) Cell line: A549. Drug 2: C(CC(=O)O)C(=O)CN.Cl. Drug 1: C(=O)(N)NO. Synergy scores: CSS=13.3, Synergy_ZIP=-5.43, Synergy_Bliss=-1.57, Synergy_Loewe=-4.49, Synergy_HSA=0.120. (9) Drug 1: CC1CC2C3CCC4=CC(=O)C=CC4(C3(C(CC2(C1(C(=O)CO)O)C)O)F)C. Drug 2: CN1C=C(C=N1)C2=C3N=C(C(=C(N3N=C2)N)Br)C4CCCNC4. Synergy scores: CSS=23.3, Synergy_ZIP=4.13, Synergy_Bliss=6.97, Synergy_Loewe=-7.45, Synergy_HSA=6.43. Cell line: UACC62.